Predict the reactants needed to synthesize the given product. From a dataset of Full USPTO retrosynthesis dataset with 1.9M reactions from patents (1976-2016). (1) Given the product [CH:21]1([NH:27][C:2]2[N:7]=[C:6]([C:8]3[N:12]([CH:13]4[CH2:18][CH2:17][O:16][CH2:15][CH2:14]4)[C:11]([CH3:19])=[N:10][CH:9]=3)[C:5]([F:20])=[CH:4][N:3]=2)[CH2:26][CH2:25][CH2:24][CH2:23][CH2:22]1, predict the reactants needed to synthesize it. The reactants are: Br[C:2]1[N:7]=[C:6]([C:8]2[N:12]([CH:13]3[CH2:18][CH2:17][O:16][CH2:15][CH2:14]3)[C:11]([CH3:19])=[N:10][CH:9]=2)[C:5]([F:20])=[CH:4][N:3]=1.[CH:21]1([NH2:27])[CH2:26][CH2:25][CH2:24][CH2:23][CH2:22]1. (2) The reactants are: C([N:8]1[CH2:17][CH2:16][C:15]2[C:14]([NH:18][C:19]3[CH:24]=[CH:23][C:22]([C:25]([CH3:28])([CH3:27])[CH3:26])=[CH:21][CH:20]=3)=[N:13][C:12]([C:29]3[CH:34]=[CH:33][CH:32]=[CH:31][CH:30]=3)=[N:11][C:10]=2[CH2:9]1)C1C=CC=CC=1.C(O)(=O)C. Given the product [C:25]([C:22]1[CH:21]=[CH:20][C:19]([NH:18][C:14]2[C:15]3[CH2:16][CH2:17][NH:8][CH2:9][C:10]=3[N:11]=[C:12]([C:29]3[CH:30]=[CH:31][CH:32]=[CH:33][CH:34]=3)[N:13]=2)=[CH:24][CH:23]=1)([CH3:28])([CH3:26])[CH3:27], predict the reactants needed to synthesize it. (3) Given the product [ClH:49].[CH:1]([O:4][C:5]1[CH:10]=[CH:9][C:8]([C:11]([N:13]2[CH2:14][CH2:15][C:16]3([CH2:23][N:22]([CH:32]([CH3:34])[CH3:31])[CH2:21][CH:20]([C:24]4[CH:29]=[CH:28][CH:27]=[CH:26][CH:25]=4)[O:19]3)[CH2:17][CH2:18]2)=[O:12])=[CH:7][C:6]=1[CH3:30])([CH3:3])[CH3:2], predict the reactants needed to synthesize it. The reactants are: [CH:1]([O:4][C:5]1[CH:10]=[CH:9][C:8]([C:11]([N:13]2[CH2:18][CH2:17][C:16]3([CH2:23][NH:22][CH2:21][CH:20]([C:24]4[CH:29]=[CH:28][CH:27]=[CH:26][CH:25]=4)[O:19]3)[CH2:15][CH2:14]2)=[O:12])=[CH:7][C:6]=1[CH3:30])([CH3:3])[CH3:2].[CH3:31][C:32]([CH3:34])=O.C(O[BH-](OC(=O)C)OC(=O)C)(=O)C.[Na+].[Cl:49]CCCl. (4) Given the product [CH2:17]([NH:23][C:24]([N:13]1[CH:14]=[C:9]([C:6]2[CH:5]=[CH:4][C:3]([O:2][CH3:1])=[CH:8][CH:7]=2)[C:10](=[O:16])[NH:11][C:12]1=[O:15])=[O:25])[CH2:18][CH2:19][CH2:20][CH2:21][CH3:22], predict the reactants needed to synthesize it. The reactants are: [CH3:1][O:2][C:3]1[CH:8]=[CH:7][C:6]([C:9]2[C:10](=[O:16])[NH:11][C:12](=[O:15])[NH:13][CH:14]=2)=[CH:5][CH:4]=1.[CH2:17]([N:23]=[C:24]=[O:25])[CH2:18][CH2:19][CH2:20][CH2:21][CH3:22]. (5) Given the product [C:19]([C:16]1[CH:17]=[CH:18][C:13]([C:10]2[CH:9]=[CH:8][C:7]([CH:5]3[CH2:4][CH2:3][C:2](=[O:1])[N:6]3[C:21]([O:22][C:23]([CH3:26])([CH3:25])[CH3:24])=[O:27])=[CH:12][CH:11]=2)=[CH:14][CH:15]=1)#[N:20], predict the reactants needed to synthesize it. The reactants are: [O:1]=[C:2]1[NH:6][CH:5]([C:7]2[CH:12]=[CH:11][C:10]([C:13]3[CH:18]=[CH:17][C:16]([C:19]#[N:20])=[CH:15][CH:14]=3)=[CH:9][CH:8]=2)[CH2:4][CH2:3]1.[C:21](=O)([O:27]C(C)(C)C)[O:22][C:23]([CH3:26])([CH3:25])[CH3:24]. (6) The reactants are: [CH2:1]([C:3]1[CH2:7][CH2:6][NH:5][N:4]=1)[CH3:2].[CH2:8]([N:10]=[C:11]=[S:12])[CH3:9]. Given the product [CH2:8]([NH:10][C:11]([N:5]1[CH2:6][CH2:7][C:3]([CH2:1][CH3:2])=[N:4]1)=[S:12])[CH3:9], predict the reactants needed to synthesize it.